The task is: Predict the product of the given reaction.. This data is from Forward reaction prediction with 1.9M reactions from USPTO patents (1976-2016). (1) Given the reactants C1C2C3=CC4C=CC(C(N)=O)=CC=4N3CC=CC=2C=CC=1.[N:22]1([C:28]([O:30]C(C)(C)C)=O)[CH2:27][CH2:26][NH:25][CH2:24][CH2:23]1.[OH:35][C:36](C)([CH3:40])[C:37](O)=O.CN(C(ON1N=NC2C=CC=NC1=2)=[N+](C)C)C.F[P-](F)(F)(F)(F)F.Cl, predict the reaction product. The product is: [OH:35][C:36]([CH3:40])([CH3:37])[C:28]([N:22]1[CH2:23][CH2:24][NH:25][CH2:26][CH2:27]1)=[O:30]. (2) Given the reactants [CH3:1][NH:2][C:3](=O)[CH2:4][N:5]1[C:13]2[C:8](=[CH:9][CH:10]=[CH:11][CH:12]=2)[CH:7]=[C:6]1[C:14]([O:16]CC)=O.[BH4-].[Na+].II.Cl.C([O-])(O)=O.[Na+], predict the reaction product. The product is: [CH3:1][N:2]1[CH2:3][CH2:4][N:5]2[C:13]3[CH:12]=[CH:11][CH:10]=[CH:9][C:8]=3[CH:7]=[C:6]2[C:14]1=[O:16]. (3) Given the reactants [CH3:1][O:2][C:3]1[CH:4]=[C:5]([CH:8]=[CH:9][C:10]=1[O:11][CH3:12])[CH:6]=[O:7].[I:13]I, predict the reaction product. The product is: [I:13][C:8]1[CH:9]=[C:10]([O:11][CH3:12])[C:3]([O:2][CH3:1])=[CH:4][C:5]=1[CH:6]=[O:7]. (4) The product is: [F:33][C:30]([F:31])([F:32])[C:28]1[CH:29]=[C:24]([CH:25]=[C:26]([C:34]([F:35])([F:36])[F:37])[CH:27]=1)[CH2:23][N:20]([CH2:19][C:9]1[CH:10]=[C:11]2[C:16]([CH3:17])=[N:15][N:14]([CH3:18])[C:12]2=[N:13][C:8]=1[N:7]([CH2:6][CH:1]1[CH2:2][CH2:3][CH2:4][CH2:5]1)[CH2:38][CH3:39])[C:21]([NH2:22])=[O:40]. Given the reactants [CH:1]1([CH2:6][N:7]([CH2:38][CH3:39])[C:8]2[N:13]=[C:12]3[N:14]([CH3:18])[N:15]=[C:16]([CH3:17])[C:11]3=[CH:10][C:9]=2[CH2:19][N:20]([CH2:23][C:24]2[CH:29]=[C:28]([C:30]([F:33])([F:32])[F:31])[CH:27]=[C:26]([C:34]([F:37])([F:36])[F:35])[CH:25]=2)[C:21]#[N:22])[CH2:5][CH2:4][CH2:3][CH2:2]1.[OH:40]O.[OH-].[K+].O, predict the reaction product. (5) The product is: [S:13]1[CH:14]=[CH:15][CH:16]=[C:12]1[NH:11][C:10]1[C:5]2[N:6]([CH:2]=[CH:3][N:4]=2)[CH:7]=[CH:8][N:9]=1. Given the reactants Br[C:2]1[N:6]2[CH:7]=[CH:8][N:9]=[C:10]([NH:11][CH3:12])[C:5]2=[N:4][CH:3]=1.[S:13]1C=[CH:16][CH:15]=[C:14]1B(O)O.C([O-])([O-])=O.[K+].[K+], predict the reaction product. (6) Given the reactants [CH3:1][C:2]([O:5][C:6]([N:8]1[CH2:11][CH2:10][C@H:9]1[C:12]([NH:14][C@@H:15]([CH2:21][CH:22]([CH3:24])[CH3:23])/[CH:16]=[CH:17]/[C:18]([OH:20])=O)=[O:13])=[O:7])([CH3:4])[CH3:3].CN(C(ON1N=NC2C=CC=NC1=2)=[N+](C)C)C.F[P-](F)(F)(F)(F)F.CCN(C(C)C)C(C)C.[F:58][C:59]([F:67])([F:66])[C:60]1[S:64][C:63]([NH2:65])=[N:62][N:61]=1, predict the reaction product. The product is: [CH3:23][CH:22]([CH3:24])[CH2:21][C@H:15]([NH:14][C:12]([C@@H:9]1[CH2:10][CH2:11][N:8]1[C:6]([O:5][C:2]([CH3:1])([CH3:3])[CH3:4])=[O:7])=[O:13])/[CH:16]=[CH:17]/[C:18](=[O:20])[NH:65][C:63]1[S:64][C:60]([C:59]([F:67])([F:66])[F:58])=[N:61][N:62]=1. (7) Given the reactants [Cl:1][C:2]1[C:6](=[O:7])[N:5]([C:8]2[CH:12]=[C:11]([C:13]([CH3:18])([CH3:17])[C:14](O)=[O:15])[O:10][N:9]=2)[CH:4]([OH:19])[C:3]=1[CH3:20].Cl.C[N:23](C)CCCN=C=NCC.C(N(CC)C(C)C)(C)C, predict the reaction product. The product is: [Cl:1][C:2]1[C:6](=[O:7])[N:5]([C:8]2[CH:12]=[C:11]([C:13]([CH3:18])([CH3:17])[C:14]([NH2:23])=[O:15])[O:10][N:9]=2)[CH:4]([OH:19])[C:3]=1[CH3:20].